The task is: Predict the reactants needed to synthesize the given product.. This data is from Full USPTO retrosynthesis dataset with 1.9M reactions from patents (1976-2016). (1) Given the product [ClH:1].[NH:2]1[C:6]2[CH:7]=[CH:8][CH:9]=[CH:10][C:5]=2[N:4]=[C:3]1[C@H:11]([NH:21][C:32]([NH:31][CH2:30][CH2:29][C:26]1[CH:27]=[CH:28][C:23]([F:22])=[CH:24][CH:25]=1)=[O:33])[CH2:12][C:13]1[CH:18]=[CH:17][C:16]([O:19][CH3:20])=[CH:15][CH:14]=1, predict the reactants needed to synthesize it. The reactants are: [ClH:1].[NH:2]1[C:6]2[CH:7]=[CH:8][CH:9]=[CH:10][C:5]=2[N:4]=[C:3]1[C@H:11]([NH2:21])[CH2:12][C:13]1[CH:18]=[CH:17][C:16]([O:19][CH3:20])=[CH:15][CH:14]=1.[F:22][C:23]1[CH:28]=[CH:27][C:26]([CH2:29][CH2:30][NH2:31])=[CH:25][CH:24]=1.[C:32](O)(C(F)(F)F)=[O:33]. (2) Given the product [O:1]([CH2:8][CH2:9][O:10][C:11](=[O:15])[C:12]([Cl:14])=[O:13])[C:2]1[CH:7]=[CH:6][CH:5]=[CH:4][CH:3]=1, predict the reactants needed to synthesize it. The reactants are: [O:1]([CH2:8][CH2:9][OH:10])[C:2]1[CH:7]=[CH:6][CH:5]=[CH:4][CH:3]=1.[C:11](Cl)(=[O:15])[C:12]([Cl:14])=[O:13]. (3) Given the product [CH3:1][N:2]([CH3:18])[S:3]([C:6]1[CH:15]=[CH:14][C:13]2[CH2:12][CH2:11][C:10](=[O:16])[CH2:9][C:8]=2[CH:7]=1)(=[O:4])=[O:5], predict the reactants needed to synthesize it. The reactants are: [CH3:1][NH:2][S:3]([C:6]1[CH:15]=[CH:14][C:13]2[CH2:12][CH2:11][C:10](=[O:16])[CH2:9][C:8]=2[CH:7]=1)(=[O:5])=[O:4].N(C)[CH3:18]. (4) Given the product [Br:1][C:2]1[CH:7]=[CH:6][C:5]([C:8]2[CH:9]=[C:10]([C:11]3[CH:16]=[CH:15][C:14]([Br:17])=[CH:13][CH:12]=3)[O:18][N:21]=2)=[CH:4][CH:3]=1, predict the reactants needed to synthesize it. The reactants are: [Br:1][C:2]1[CH:7]=[CH:6][C:5]([C:8](=O)[CH2:9][C:10](=[O:18])[C:11]2[CH:16]=[CH:15][C:14]([Br:17])=[CH:13][CH:12]=2)=[CH:4][CH:3]=1.Cl.[NH2:21]O.[OH-].[Na+]. (5) The reactants are: [Cl-].[F:2][C:3]1[CH:4]=[N:5][C:6]([NH+:9]2[C:17]3[CH2:16][C@H:15]([CH3:18])[NH:14][CH2:13][C:12]=3[N:11]=[N:10]2)=[N:7][CH:8]=1.C(N(CC)CC)C.[F:26][C:27]1[C:35]([C:36]([F:39])([F:38])[F:37])=[CH:34][CH:33]=[CH:32][C:28]=1[C:29](Cl)=[O:30].C([O-])(O)=O.[Na+]. Given the product [F:2][C:3]1[CH:4]=[N:5][C:6]([N:9]2[C:17]3[CH2:16][C@H:15]([CH3:18])[N:14]([C:29]([C:28]4[CH:32]=[CH:33][CH:34]=[C:35]([C:36]([F:37])([F:38])[F:39])[C:27]=4[F:26])=[O:30])[CH2:13][C:12]=3[N:11]=[N:10]2)=[N:7][CH:8]=1, predict the reactants needed to synthesize it. (6) Given the product [C:1]([C:5]1[CH:6]=[C:7]([NH:29][C:30]([NH:32][C@@H:33]2[C:42]3[C:37](=[CH:38][CH:39]=[CH:40][CH:41]=3)[C@H:36]([O:43][C:44]3[CH:45]=[CH:46][C:47]4[N:48]([C:50]([N:53]5[CH2:58][CH2:57][CH2:56][CH2:55][C@@H:54]5[CH3:59])=[N:51][N:52]=4)[CH:49]=3)[CH2:35][CH2:34]2)=[O:31])[N:8]([C:10]2[CH:15]=[CH:14][C:13]([O:16][Si:17]([CH:24]([CH3:26])[CH3:25])([CH:21]([CH3:23])[CH3:22])[CH:18]([CH3:20])[CH3:19])=[C:12]([CH2:27][N:64]3[CH2:65][CH2:66][N:61]([CH3:60])[CH2:62][CH2:63]3)[CH:11]=2)[N:9]=1)([CH3:4])([CH3:3])[CH3:2], predict the reactants needed to synthesize it. The reactants are: [C:1]([C:5]1[CH:6]=[C:7]([NH:29][C:30]([NH:32][C@@H:33]2[C:42]3[C:37](=[CH:38][CH:39]=[CH:40][CH:41]=3)[C@H:36]([O:43][C:44]3[CH:45]=[CH:46][C:47]4[N:48]([C:50]([N:53]5[CH2:58][CH2:57][CH2:56][CH2:55][C@@H:54]5[CH3:59])=[N:51][N:52]=4)[CH:49]=3)[CH2:35][CH2:34]2)=[O:31])[N:8]([C:10]2[CH:15]=[CH:14][C:13]([O:16][Si:17]([CH:24]([CH3:26])[CH3:25])([CH:21]([CH3:23])[CH3:22])[CH:18]([CH3:20])[CH3:19])=[C:12]([CH2:27]Cl)[CH:11]=2)[N:9]=1)([CH3:4])([CH3:3])[CH3:2].[CH3:60][N:61]1[CH2:66][CH2:65][NH:64][CH2:63][CH2:62]1. (7) Given the product [Cl:1][C:2]1[C:3]([NH:25][C:26](=[O:35])[CH2:27][S:28][C:29]2[CH:30]=[CH:31][CH:32]=[CH:33][CH:34]=2)=[C:4]2[C:9](=[CH:10][CH:11]=1)[N:8]=[C:7]([N:12]1[CH2:16][CH2:15][C@@H:14]([OH:17])[CH2:13]1)[CH:6]=[CH:5]2, predict the reactants needed to synthesize it. The reactants are: [Cl:1][C:2]1[C:3]([NH:25][C:26](=[O:35])[CH2:27][S:28][C:29]2[CH:34]=[CH:33][CH:32]=[CH:31][CH:30]=2)=[C:4]2[C:9](=[CH:10][CH:11]=1)[N:8]=[C:7]([N:12]1[CH2:16][CH2:15][C@@H:14]([O:17][Si](C(C)(C)C)(C)C)[CH2:13]1)[CH:6]=[CH:5]2.[F-].C([N+](CCCC)(CCCC)CCCC)CCC. (8) Given the product [F:19][C:20]1[CH:21]=[CH:22][C:23]([C:29]([F:30])([F:31])[F:32])=[C:24]([CH:28]=1)[C:25]([NH:18][C:7]1[S:8][C:9]2[C:10]([CH3:17])([CH3:16])[O:11][C:12]([CH3:15])([CH3:14])[C:13]=2[C:6]=1[C:4]([O:3][CH2:1][CH3:2])=[O:5])=[O:26], predict the reactants needed to synthesize it. The reactants are: [CH2:1]([O:3][C:4]([C:6]1[C:13]2[C:12]([CH3:15])([CH3:14])[O:11][C:10]([CH3:17])([CH3:16])[C:9]=2[S:8][C:7]=1[NH2:18])=[O:5])[CH3:2].[F:19][C:20]1[CH:21]=[CH:22][C:23]([C:29]([F:32])([F:31])[F:30])=[C:24]([CH:28]=1)[C:25](Cl)=[O:26].